Dataset: Full USPTO retrosynthesis dataset with 1.9M reactions from patents (1976-2016). Task: Predict the reactants needed to synthesize the given product. (1) The reactants are: [H-].[Na+].[F:3][C:4]([F:19])([F:18])[C:5]1[CH:6]=[C:7]([NH:11][C:12]2[CH2:16][CH2:15][C:14](=[O:17])[CH:13]=2)[CH:8]=[CH:9][CH:10]=1.CC1CCCO1.[Br:26][C:27]1[CH:32]=[C:31]([C:33]#[N:34])[CH:30]=[CH:29][C:28]=1[N:35]([CH2:43]S(C1C=CC=CC=1)(=O)=O)[C:36](=[O:42])[O:37][C:38]([CH3:41])([CH3:40])[CH3:39]. Given the product [Br:26][C:27]1[CH:32]=[C:31]([C:33]#[N:34])[CH:30]=[CH:29][C:28]=1[N:35]([CH2:43][C:13]1[C:14](=[O:17])[CH2:15][CH2:16][C:12]=1[NH:11][C:7]1[CH:8]=[CH:9][CH:10]=[C:5]([C:4]([F:18])([F:19])[F:3])[CH:6]=1)[C:36](=[O:42])[O:37][C:38]([CH3:39])([CH3:40])[CH3:41], predict the reactants needed to synthesize it. (2) The reactants are: COC1C=C(OC)C=CC=1C[NH:6][C:7]1[N:16]2[N:17]=[C:18]([CH2:20][CH2:21][N:22]3[CH2:27][CH2:26][CH2:25][C:24]([F:32])([C:28]([F:31])([F:30])[F:29])[CH2:23]3)[N:19]=[C:15]2[C:14]2[C:9](=[C:10]3[O:35][C:34]([F:37])([F:36])[O:33][C:11]3=[CH:12][CH:13]=2)[N:8]=1.FC(F)(F)C(O)=O. Given the product [F:37][C:34]1([F:36])[O:33][C:11]2=[CH:12][CH:13]=[C:14]3[C:9]([N:8]=[C:7]([NH2:6])[N:16]4[N:17]=[C:18]([CH2:20][CH2:21][N:22]5[CH2:27][CH2:26][CH2:25][C:24]([F:32])([C:28]([F:30])([F:31])[F:29])[CH2:23]5)[N:19]=[C:15]34)=[C:10]2[O:35]1, predict the reactants needed to synthesize it. (3) Given the product [Cl:8][C:5]1[N:6]=[CH:7][C:2]([S:15]([N:43]2[CH2:44][CH2:45][N:40]([C:37]3[CH:36]=[CH:35][C:34]([C:28]([OH:33])([C:29]([F:30])([F:31])[F:32])[C:27]([F:50])([F:26])[F:49])=[CH:39][CH:38]=3)[CH:41]([C:46]#[C:47][CH3:48])[CH2:42]2)(=[O:17])=[O:16])=[CH:3][C:4]=1[F:9], predict the reactants needed to synthesize it. The reactants are: Br[C:2]1[CH:3]=[C:4]([F:9])[C:5]([Cl:8])=[N:6][CH:7]=1.[Li]CCCC.[S:15](=[O:17])=[O:16].C1C(=O)N(Cl)C(=O)C1.[F:26][C:27]([F:50])([F:49])[C:28]([C:34]1[CH:39]=[CH:38][C:37]([N:40]2[CH2:45][CH2:44][NH:43][CH2:42][CH:41]2[C:46]#[C:47][CH3:48])=[CH:36][CH:35]=1)([OH:33])[C:29]([F:32])([F:31])[F:30].C(N(CC)CC)C. (4) Given the product [CH2:1]([O:8][C:9]1[C:14]([CH3:15])=[C:13]([CH3:16])[C:12]([O:17][CH2:18][C:19]2[CH:24]=[CH:23][CH:22]=[CH:21][CH:20]=2)=[C:11]([CH3:25])[C:10]=1[CH2:26][CH2:27][CH2:28][C:29]([OH:31])=[O:30])[C:2]1[CH:3]=[CH:4][CH:5]=[CH:6][CH:7]=1, predict the reactants needed to synthesize it. The reactants are: [CH2:1]([O:8][C:9]1[C:14]([CH3:15])=[C:13]([CH3:16])[C:12]([O:17][CH2:18][C:19]2[CH:24]=[CH:23][CH:22]=[CH:21][CH:20]=2)=[C:11]([CH3:25])[C:10]=1[CH2:26][CH2:27][CH2:28][CH:29]=[O:30])[C:2]1[CH:7]=[CH:6][CH:5]=[CH:4][CH:3]=1.[OH:31]OS([O-])=O.[K+].Cl.C(OC(C)C)(=O)C. (5) The reactants are: C(N(CC)CC)C.[Cl:8][C:9]1[C:18]([N+:19]([O-:21])=[O:20])=[C:17]([NH:22][CH2:23][CH2:24][CH2:25][CH2:26][OH:27])[C:16]2[C:11](=[CH:12][CH:13]=[CH:14][CH:15]=2)[N:10]=1.[Si:28](Cl)([C:31]([CH3:34])([CH3:33])[CH3:32])([CH3:30])[CH3:29]. Given the product [Si:28]([O:27][CH2:26][CH2:25][CH2:24][CH2:23][NH:22][C:17]1[C:16]2[C:11](=[CH:12][CH:13]=[CH:14][CH:15]=2)[N:10]=[C:9]([Cl:8])[C:18]=1[N+:19]([O-:21])=[O:20])([C:31]([CH3:34])([CH3:33])[CH3:32])([CH3:30])[CH3:29], predict the reactants needed to synthesize it. (6) Given the product [Cl:1][C:2]1[CH:7]=[CH:6][CH:5]=[CH:4][C:3]=1[C@H:8]([NH:10][CH2:12][C:13]1[CH:22]=[CH:21][C:16]([C:17]([O:19][CH3:20])=[O:18])=[CH:15][CH:14]=1)[CH3:9], predict the reactants needed to synthesize it. The reactants are: [Cl:1][C:2]1[CH:7]=[CH:6][CH:5]=[CH:4][C:3]=1[C@H:8]([NH2:10])[CH3:9].Br[CH2:12][C:13]1[CH:22]=[CH:21][C:16]([C:17]([O:19][CH3:20])=[O:18])=[CH:15][CH:14]=1.C([O-])([O-])=O.[K+].[K+].